This data is from Full USPTO retrosynthesis dataset with 1.9M reactions from patents (1976-2016). The task is: Predict the reactants needed to synthesize the given product. (1) Given the product [C:5]([C:4]1[CH:7]=[CH:8][C:9]([CH:11]([OH:12])[CH2:13][N:21]2[CH2:20][CH2:19][N:18]([C:22]([O:24][C:25]([CH3:26])([CH3:27])[CH3:28])=[O:23])[CH2:17][C@@H:16]2[CH2:15][OH:14])=[CH:10][C:3]=1[O:2][CH3:1])#[N:6], predict the reactants needed to synthesize it. The reactants are: [CH3:1][O:2][C:3]1[CH:10]=[C:9]([CH:11]2[CH2:13][O:12]2)[CH:8]=[CH:7][C:4]=1[C:5]#[N:6].[OH:14][CH2:15][C@@H:16]1[NH:21][CH2:20][CH2:19][N:18]([C:22]([O:24][C:25]([CH3:28])([CH3:27])[CH3:26])=[O:23])[CH2:17]1. (2) Given the product [CH3:14][O:15][C:16](=[O:24])[C@@H:17]([NH:23][C:49]([C:46]1[CH:45]=[CH:44][C:43]([C:40]2[CH:41]=[CH:42][C:37]([CH2:35][CH3:36])=[CH:38][CH:39]=2)=[CH:48][CH:47]=1)=[O:50])[C@H:18]([N:20]=[N+:21]=[N-:22])[CH3:19], predict the reactants needed to synthesize it. The reactants are: CCN=C=NCCCN(C)C.Cl.Cl.[CH3:14][O:15][C:16](=[O:24])[C@@H:17]([NH2:23])[C@H:18]([N:20]=[N+:21]=[N-:22])[CH3:19].C1C=CC2N(O)N=NC=2C=1.[CH2:35]([C:37]1[CH:42]=[CH:41][C:40]([C:43]2[CH:48]=[CH:47][C:46]([C:49](O)=[O:50])=[CH:45][CH:44]=2)=[CH:39][CH:38]=1)[CH3:36].CCN(C(C)C)C(C)C. (3) Given the product [CH3:41][O:42][C:43]1[CH:44]=[C:45]([S:51]([N:38]([CH2:28][C:1]([NH:18][C@H:19]([C:20]([OH:22])=[O:21])[CH:23]([CH3:25])[CH3:24])=[O:2])[C:37]2[CH:39]=[CH:40][C:34]([F:33])=[CH:35][CH:36]=2)(=[O:53])=[O:52])[CH:46]=[CH:47][C:48]=1[O:49][CH3:50], predict the reactants needed to synthesize it. The reactants are: [C:1]([N:18](C)[CH:19]([CH:23]([CH3:25])[CH3:24])[C:20]([OH:22])=[O:21])(OCC1C2C(=CC=CC=2)C2C1=CC=CC=2)=[O:2].Br[CH2:28]C(OC)=O.[F:33][C:34]1[CH:40]=[CH:39][C:37]([NH2:38])=[CH:36][CH:35]=1.[CH3:41][O:42][C:43]1[CH:44]=[C:45]([S:51](Cl)(=[O:53])=[O:52])[CH:46]=[CH:47][C:48]=1[O:49][CH3:50]. (4) The reactants are: Br[C:2]1[C:3]([O:8][CH2:9][CH3:10])=[N:4][CH:5]=[CH:6][CH:7]=1. Given the product [CH2:9]([O:8][C:3]1[N:4]=[CH:5][C:6]([C:6]2[CH:5]=[N:4][C:3]([O:8][CH2:9][CH3:10])=[CH:2][CH:7]=2)=[CH:7][CH:2]=1)[CH3:10], predict the reactants needed to synthesize it.